From a dataset of Full USPTO retrosynthesis dataset with 1.9M reactions from patents (1976-2016). Predict the reactants needed to synthesize the given product. (1) The reactants are: [C:1]([NH:5][C:6]1[N:15]([CH2:16][CH2:17][CH2:18][O:19][Si](C(C)(C)C)(C)C)[C:14](=[O:27])[C:13]2[C:8](=[C:9]([C:28]3[NH:32][C:31]4[C@@H:33]([CH3:37])[NH:34][C:35](=[O:36])[C:30]=4[CH:29]=3)[CH:10]=[CH:11][CH:12]=2)[N:7]=1)([CH3:4])([CH3:3])[CH3:2].CCCC[N+](CCCC)(CCCC)CCCC.[F-]. Given the product [C:1]([NH:5][C:6]1[N:15]([CH2:16][CH2:17][CH2:18][OH:19])[C:14](=[O:27])[C:13]2[C:8](=[C:9]([C:28]3[NH:32][C:31]4[C@@H:33]([CH3:37])[NH:34][C:35](=[O:36])[C:30]=4[CH:29]=3)[CH:10]=[CH:11][CH:12]=2)[N:7]=1)([CH3:4])([CH3:2])[CH3:3], predict the reactants needed to synthesize it. (2) Given the product [Br:13][C:14]1[C:22]([OH:23])=[CH:21][C:17]([C:18]([O:20][C:26]2[C:35]3[C:30](=[CH:31][CH:32]=[CH:33][CH:34]=3)[C:29]([O:11][C:1](=[O:12])[C:2]3[CH:3]=[C:4]([OH:5])[C:6]([OH:7])=[C:8]([OH:9])[CH:10]=3)=[CH:28][C:27]=2[C:37]([O:39][CH3:40])=[O:38])=[O:19])=[CH:16][C:15]=1[OH:24], predict the reactants needed to synthesize it. The reactants are: [C:1]([OH:12])(=[O:11])[C:2]1[CH:10]=[C:8]([OH:9])[C:6]([OH:7])=[C:4]([OH:5])[CH:3]=1.[Br:13][C:14]1[C:22]([OH:23])=[CH:21][C:17]([C:18]([OH:20])=[O:19])=[CH:16][C:15]=1[OH:24].O[C:26]1[C:35]2[C:30](=[CH:31][CH:32]=[CH:33][CH:34]=2)[C:29](O)=[CH:28][C:27]=1[C:37]([O:39][CH3:40])=[O:38]. (3) Given the product [C:1]([O:4][CH2:5][C:6]1[C:7]([N:21]2[N:30]=[CH:29][C:28]3[C:23](=[C:24]([F:35])[CH:25]=[C:26]([C:31]([CH3:34])([CH3:33])[CH3:32])[CH:27]=3)[C:22]2=[O:36])=[N:8][CH:9]=[CH:10][C:11]=1[C:12]1[CH:17]=[C:16]([NH:44][C:41]2[CH:42]=[CH:43][N:39]([CH2:37][CH3:38])[N:40]=2)[C:15](=[O:19])[N:14]([CH3:20])[CH:13]=1)(=[O:3])[CH3:2], predict the reactants needed to synthesize it. The reactants are: [C:1]([O:4][CH2:5][C:6]1[C:7]([N:21]2[N:30]=[CH:29][C:28]3[C:23](=[C:24]([F:35])[CH:25]=[C:26]([C:31]([CH3:34])([CH3:33])[CH3:32])[CH:27]=3)[C:22]2=[O:36])=[N:8][CH:9]=[CH:10][C:11]=1[C:12]1[CH:17]=[C:16](Br)[C:15](=[O:19])[N:14]([CH3:20])[CH:13]=1)(=[O:3])[CH3:2].[CH2:37]([N:39]1[CH:43]=[CH:42][C:41]([NH2:44])=[N:40]1)[CH3:38].C(=O)([O-])[O-].[Cs+].[Cs+].CC1(C)C2C(=C(P(C3C=CC=CC=3)C3C=CC=CC=3)C=CC=2)OC2C(P(C3C=CC=CC=3)C3C=CC=CC=3)=CC=CC1=2. (4) Given the product [CH:1]1[C:11]2[CH2:10][CH2:9][C:8]3[CH:12]=[CH:13][CH:14]=[CH:15][C:7]=3[C:6](=[CH:16][C:17]3[CH:22]=[CH:21][CH:20]=[CH:19][C:18]=3[C:27]3[CH:32]=[N:31][CH:30]=[CH:29][N:28]=3)[C:5]=2[CH:4]=[CH:3][CH:2]=1, predict the reactants needed to synthesize it. The reactants are: [CH:1]1[C:11]2[CH2:10][CH2:9][C:8]3[CH:12]=[CH:13][CH:14]=[CH:15][C:7]=3[C:6](=[CH:16][C:17]3[CH:22]=[CH:21][CH:20]=[CH:19][C:18]=3B(O)O)[C:5]=2[CH:4]=[CH:3][CH:2]=1.Cl[C:27]1[CH:32]=[N:31][CH:30]=[CH:29][N:28]=1.[F-].[Cs+]. (5) Given the product [Cl:1][C:2]1[CH:7]=[CH:6][C:5]([N:8]2[C:16]([C:17]3[CH:22]=[CH:21][CH:20]=[CH:19][C:18]=3[Cl:23])=[N:15][C:14]3[C:9]2=[N:10][CH:11]=[N:12][C:13]=3[N:24]2[CH2:29][CH2:28][C:27](=[N:32][OH:33])[CH2:26][CH2:25]2)=[CH:4][CH:3]=1, predict the reactants needed to synthesize it. The reactants are: [Cl:1][C:2]1[CH:7]=[CH:6][C:5]([N:8]2[C:16]([C:17]3[CH:22]=[CH:21][CH:20]=[CH:19][C:18]=3[Cl:23])=[N:15][C:14]3[C:9]2=[N:10][CH:11]=[N:12][C:13]=3[N:24]2[CH2:29][CH2:28][C:27](=O)[CH2:26][CH2:25]2)=[CH:4][CH:3]=1.Cl.[NH2:32][OH:33]. (6) The reactants are: C[Si]([N-][Si](C)(C)C)(C)C.[K+].[CH3:11][C:12]1[NH:17][C:16]([CH3:18])=[C:15]([C:19]([O:21][CH3:22])=[O:20])[CH:14]([C:23]2[CH:24]=[CH:25][CH:26]=[CH:27][C:28]=2[N+:29]([O-:31])=[O:30])[C:13]=1[C:32]([O:34][CH3:35])=[O:33].Cl[C:37]([O:39][CH:40]([O:47][C:48](=[O:52])[CH:49]([CH3:51])[CH3:50])[C:41]([O:43][CH:44]([CH3:46])[CH3:45])=[O:42])=[O:38].[Cl-].[NH4+]. Given the product [CH3:18][C:16]1[N:17]([C:37]([O:39][CH:40]([O:47][C:48](=[O:52])[CH:49]([CH3:51])[CH3:50])[C:41]([O:43][CH:44]([CH3:46])[CH3:45])=[O:42])=[O:38])[C:12]([CH3:11])=[C:13]([C:32]([O:34][CH3:35])=[O:33])[CH:14]([C:23]2[CH:24]=[CH:25][CH:26]=[CH:27][C:28]=2[N+:29]([O-:31])=[O:30])[C:15]=1[C:19]([O:21][CH3:22])=[O:20], predict the reactants needed to synthesize it.